Dataset: Reaction yield outcomes from USPTO patents with 853,638 reactions. Task: Predict the reaction yield, written as a fraction of the theoretical maximum amount of product (1.0 means a 100% yield; for example, 0.34 means a 34% yield). The reactants are [CH3:1][O:2][C:3]1[CH:21]=[CH:20][C:6]([O:7][C:8]2[CH:9]=[CH:10][C:11]3[N:15]=[C:14]([CH2:16][OH:17])[N:13]([CH3:18])[C:12]=3[CH:19]=2)=[CH:5][CH:4]=1.O[C:23]1[CH:24]=[C:25]([CH:30]=[CH:31][CH:32]=1)[C:26]([O:28][CH3:29])=[O:27].C(P(CCCC)CCCC)CCC.N(C(N1CCCCC1)=O)=NC(N1CCCCC1)=O. The catalyst is ClCCl. The product is [CH3:1][O:2][C:3]1[CH:21]=[CH:20][C:6]([O:7][C:8]2[CH:9]=[CH:10][C:11]3[N:15]=[C:14]([CH2:16][O:17][C:23]4[CH:24]=[C:25]([CH:30]=[CH:31][CH:32]=4)[C:26]([O:28][CH3:29])=[O:27])[N:13]([CH3:18])[C:12]=3[CH:19]=2)=[CH:5][CH:4]=1. The yield is 0.750.